This data is from Reaction yield outcomes from USPTO patents with 853,638 reactions. The task is: Predict the reaction yield, written as a fraction of the theoretical maximum amount of product (1.0 means a 100% yield; for example, 0.34 means a 34% yield). (1) The reactants are [NH2:1][C:2]1[C:6]2[CH2:7][N:8]([CH:11]3[CH2:15][CH2:14][N:13](C(OC(C)(C)C)=O)[CH2:12]3)[CH2:9][CH2:10][C:5]=2[N:4]([C:23]2[CH:28]=[CH:27][C:26]([O:29][C:30]3[CH:35]=[CH:34][CH:33]=[CH:32][CH:31]=3)=[CH:25][CH:24]=2)[C:3]=1[C:36](=[O:38])[NH2:37].[ClH:39]. The catalyst is C(O)(C)C. The product is [ClH:39].[ClH:39].[NH2:1][C:2]1[C:6]2[CH2:7][N:8]([CH:11]3[CH2:15][CH2:14][NH:13][CH2:12]3)[CH2:9][CH2:10][C:5]=2[N:4]([C:23]2[CH:24]=[CH:25][C:26]([O:29][C:30]3[CH:35]=[CH:34][CH:33]=[CH:32][CH:31]=3)=[CH:27][CH:28]=2)[C:3]=1[C:36]([NH2:37])=[O:38]. The yield is 0.811. (2) The reactants are CC1(C)[O:6][C:5](=[CH:7][C:8]([N:10]([CH2:12][CH2:13][CH2:14][C:15]2[CH:20]=[CH:19][C:18]([F:21])=[CH:17][CH:16]=2)[CH3:11])=[O:9])[C:4](=[O:22])O1.[CH2:24]=O.[NH2:26][CH2:27][CH2:28][N:29]1[CH2:34][CH2:33][O:32][CH2:31][CH2:30]1. The catalyst is CO. The product is [F:21][C:18]1[CH:17]=[CH:16][C:15]([CH2:14][CH2:13][CH2:12][N:10]([CH3:11])[C:8]([C:7]2[CH2:24][N:26]([CH2:27][CH2:28][N:29]3[CH2:34][CH2:33][O:32][CH2:31][CH2:30]3)[C:4](=[O:22])[C:5]=2[OH:6])=[O:9])=[CH:20][CH:19]=1. The yield is 0.330.